This data is from Catalyst prediction with 721,799 reactions and 888 catalyst types from USPTO. The task is: Predict which catalyst facilitates the given reaction. (1) Reactant: [O:1]1CCO[CH:2]1[C:6]1[CH:7]=[C:8]([N:12]2[C:20]3[C:15](=[CH:16][CH:17]=[CH:18][CH:19]=3)[CH:14]=[C:13]2[CH3:21])[CH:9]=[CH:10][CH:11]=1.Cl.O. Product: [CH3:21][C:13]1[N:12]([C:8]2[CH:7]=[C:6]([CH:11]=[CH:10][CH:9]=2)[CH:2]=[O:1])[C:20]2[C:15]([CH:14]=1)=[CH:16][CH:17]=[CH:18][CH:19]=2. The catalyst class is: 7. (2) Reactant: [ClH:1].[CH:2]1([N:7]([CH:18]2[CH2:22][CH2:21][CH2:20][CH2:19]2)[CH2:8][CH2:9][NH:10]C(=O)OC(C)(C)C)[CH2:6][CH2:5][CH2:4][CH2:3]1. Product: [ClH:1].[CH:2]1([N:7]([CH:18]2[CH2:22][CH2:21][CH2:20][CH2:19]2)[CH2:8][CH2:9][NH2:10])[CH2:3][CH2:4][CH2:5][CH2:6]1. The catalyst class is: 4.